Dataset: Catalyst prediction with 721,799 reactions and 888 catalyst types from USPTO. Task: Predict which catalyst facilitates the given reaction. (1) Reactant: [CH2:1]([S:8][C:9]1[N:16]=[CH:15][C:14]([N+:17]([O-])=O)=[CH:13][C:10]=1[C:11]#[N:12])[C:2]1[CH:7]=[CH:6][CH:5]=[CH:4][CH:3]=1.C(O)C. Product: [NH2:17][C:14]1[CH:15]=[N:16][C:9]([S:8][CH2:1][C:2]2[CH:7]=[CH:6][CH:5]=[CH:4][CH:3]=2)=[C:10]([CH:13]=1)[C:11]#[N:12]. The catalyst class is: 770. (2) Reactant: [CH3:1][N:2]([CH3:15])[C:3]([N:5]1[CH2:9][CH:8]2[CH2:10][C:11]([NH2:14])([CH3:13])[CH2:12][CH:7]2[CH2:6]1)=[O:4].Cl[CH2:17][C:18]([N:20]1[CH2:24][C@@H:23]([F:25])[CH2:22][C@H:21]1[C:26]#[N:27])=[O:19].C(=O)([O-])[O-].[K+].[K+].CN(C)C=O. Product: [CH3:15][N:2]([CH3:1])[C:3]([N:5]1[CH2:9][CH:8]2[CH2:10][C:11]([NH:14][CH2:17][C:18]([N:20]3[CH2:24][C@@H:23]([F:25])[CH2:22][C@H:21]3[C:26]#[N:27])=[O:19])([CH3:13])[CH2:12][CH:7]2[CH2:6]1)=[O:4]. The catalyst class is: 4. (3) Reactant: C1C=CC(C2C=CC=CC=2)=CC=1.C1C=CC(OC2C=CC=CC=2)=CC=1.[F:26][C:27]1[C:32]([O:33][CH3:34])=[C:31]([O:35][CH3:36])[CH:30]=[CH:29][C:28]=1[NH:37][CH:38]=[C:39]([C:45]([O:47][CH2:48][CH3:49])=[O:46])[C:40]([O:42][CH2:43][CH3:44])=[O:41]. Product: [F:26][C:27]1[C:32]([O:33][CH3:34])=[C:31]([O:35][CH3:36])[CH:30]=[CH:29][C:28]=1[NH:37][CH:38]=[C:39]([C:45]([O:47][CH2:48][CH3:49])=[O:46])[C:40]([O:42][CH2:43][CH3:44])=[O:41].[F:26][C:27]1[C:32]([O:33][CH3:34])=[C:31]([O:35][CH3:36])[CH:30]=[C:29]2[C:28]=1[NH:37][CH:38]=[C:39]([C:40]([O:42][CH2:43][CH3:44])=[O:41])[C:45]2=[O:47]. The catalyst class is: 81. (4) The catalyst class is: 13. Product: [ClH:27].[O:34]1[C:33]2[CH:38]=[CH:39][C:30]([CH2:29][NH:7][CH:8]3[CH2:9][CH2:10][N:11]([CH2:14][CH2:15][N:16]4[C:25]5[C:20](=[CH:21][CH:22]=[C:23]([F:26])[CH:24]=5)[C:19]([Cl:27])=[CH:18][C:17]4=[O:28])[CH2:12][CH2:13]3)=[CH:31][C:32]=2[O:37][CH2:36][CH2:35]1. Reactant: C(OC(=O)[N:7]([CH2:29][C:30]1[CH:39]=[CH:38][C:33]2[O:34][CH2:35][CH2:36][O:37][C:32]=2[CH:31]=1)[CH:8]1[CH2:13][CH2:12][N:11]([CH2:14][CH2:15][N:16]2[C:25]3[C:20](=[CH:21][CH:22]=[C:23]([F:26])[CH:24]=3)[C:19]([Cl:27])=[CH:18][C:17]2=[O:28])[CH2:10][CH2:9]1)(C)(C)C.Cl.C(OCC)(=O)C. (5) Reactant: [Br:1][C:2]1[C:3]([CH2:10][CH3:11])=[C:4]([CH:7]=[CH:8][CH:9]=1)[CH:5]=O.[NH:12]1[CH2:15][CH:14]([C:16]([O:18][CH3:19])=[O:17])[CH2:13]1.C([O-])(=O)C.[Na+].C(O[BH-](OC(=O)C)OC(=O)C)(=O)C.[Na+]. Product: [Br:1][C:2]1[C:3]([CH2:10][CH3:11])=[C:4]([CH:7]=[CH:8][CH:9]=1)[CH2:5][N:12]1[CH2:15][CH:14]([C:16]([O:18][CH3:19])=[O:17])[CH2:13]1. The catalyst class is: 4. (6) Reactant: Cl.[CH3:2][N:3]1[CH:7]=[C:6]([C:8]2[N:13]=[C:12]([C:14]3[CH:15]=[N:16][N:17]([C:19]4([CH2:23][C:24]#[N:25])[CH2:22][NH:21][CH2:20]4)[CH:18]=3)[N:11]3[CH:26]=[CH:27][N:28]=[C:10]3[CH:9]=2)[CH:5]=[N:4]1.C(#N)C.C([O-])([O-])=O.[K+].[K+].FC(F)(F)S(O[CH2:44][C:45]([F:48])([F:47])[F:46])(=O)=O. Product: [CH3:2][N:3]1[CH:7]=[C:6]([C:8]2[N:13]=[C:12]([C:14]3[CH:15]=[N:16][N:17]([C:19]4([CH2:23][C:24]#[N:25])[CH2:22][N:21]([CH2:44][C:45]([F:48])([F:47])[F:46])[CH2:20]4)[CH:18]=3)[N:11]3[CH:26]=[CH:27][N:28]=[C:10]3[CH:9]=2)[CH:5]=[N:4]1. The catalyst class is: 6. (7) Reactant: Cl.[Cl:2][C:3]1[C:4]([C:17]2[C:25]3[C:20](=[CH:21][CH:22]=[CH:23][CH:24]=3)[N:19]([S:26]([C:29]3[CH:34]=[CH:33][CH:32]=[CH:31][CH:30]=3)(=[O:28])=[O:27])[CH:18]=2)=[N:5][C:6]([NH:9][C@@H:10]2[CH2:15][CH2:14][CH2:13][C@H:12]([NH2:16])[CH2:11]2)=[N:7][CH:8]=1.[C:35]([O:39][C:40]([NH:42][C:43]1[CH:51]=[CH:50][C:46]([C:47](O)=[O:48])=[CH:45][CH:44]=1)=[O:41])([CH3:38])([CH3:37])[CH3:36].CN(C(ON1N=NC2C=CC=CC1=2)=[N+](C)C)C.F[P-](F)(F)(F)(F)F.CCN(CC)CC. Product: [Cl:2][C:3]1[C:4]([C:17]2[C:25]3[C:20](=[CH:21][CH:22]=[CH:23][CH:24]=3)[N:19]([S:26]([C:29]3[CH:34]=[CH:33][CH:32]=[CH:31][CH:30]=3)(=[O:28])=[O:27])[CH:18]=2)=[N:5][C:6]([NH:9][C@@H:10]2[CH2:15][CH2:14][CH2:13][C@H:12]([NH:16][C:47]([C:46]3[CH:45]=[CH:44][C:43]([NH:42][C:40](=[O:41])[O:39][C:35]([CH3:37])([CH3:36])[CH3:38])=[CH:51][CH:50]=3)=[O:48])[CH2:11]2)=[N:7][CH:8]=1. The catalyst class is: 31.